This data is from Reaction yield outcomes from USPTO patents with 853,638 reactions. The task is: Predict the reaction yield, written as a fraction of the theoretical maximum amount of product (1.0 means a 100% yield; for example, 0.34 means a 34% yield). (1) The reactants are [C:1]([C:5]1[CH:6]=[C:7]2[C:12](=[CH:13][CH:14]=1)[C:11](=[O:15])[N:10]([C:16]1[CH:21]=[CH:20][CH:19]=[C:18]([Cl:22])[C:17]=1[CH2:23][OH:24])[N:9]([CH3:25])[CH2:8]2)([CH3:4])([CH3:3])[CH3:2].[C:26](OC(=O)C)(=[O:28])[CH3:27].N1C=CC=CC=1. The catalyst is ClCCl. The product is [C:26]([O:24][CH2:23][C:17]1[C:18]([Cl:22])=[CH:19][CH:20]=[CH:21][C:16]=1[N:10]1[N:9]([CH3:25])[CH2:8][C:7]2[C:12](=[CH:13][CH:14]=[C:5]([C:1]([CH3:4])([CH3:2])[CH3:3])[CH:6]=2)[C:11]1=[O:15])(=[O:28])[CH3:27]. The yield is 0.880. (2) The reactants are C[C:2]1(C)[O:7][CH2:6][C:5]2=[CH:8][C:9]([NH:11][C:12]3[C:13](=[O:28])[N:14]([CH3:27])[CH:15]=[C:16](B4OC(C)(C)C(C)(C)O4)[CH:17]=3)=[N:10][N:4]2[CH2:3]1.[Br:30]C1C(=O)N(C)C=C(Br)C=1. No catalyst specified. The product is [Br:30][C:16]1[CH:17]=[C:12]([NH:11][C:9]2[CH:8]=[C:5]([CH2:6][O:7][CH3:2])[N:4]([CH3:3])[N:10]=2)[C:13](=[O:28])[N:14]([CH3:27])[CH:15]=1. The yield is 0.710. (3) The reactants are [NH2:1][C:2]1[N:3]=[C:4](Cl)[C:5]([C:8]#[N:9])=[N:6][CH:7]=1.[CH3:11][O-:12].[Na+].CO. The catalyst is CO.O. The product is [NH2:1][C:2]1[N:3]=[C:4]([O:12][CH3:11])[C:5]([C:8]#[N:9])=[N:6][CH:7]=1. The yield is 0.580. (4) The reactants are [N+:1]([C:4]1[CH:8]=[C:7]([CH2:9][OH:10])[NH:6][N:5]=1)([O-:3])=[O:2].C([O-])([O-])=O.[Cs+].[Cs+].Br[CH2:18][C:19]([O:21][CH2:22][CH3:23])=[O:20]. The catalyst is C(#N)C. The product is [OH:10][CH2:9][C:7]1[N:6]([CH2:18][C:19]([O:21][CH2:22][CH3:23])=[O:20])[N:5]=[C:4]([N+:1]([O-:3])=[O:2])[CH:8]=1. The yield is 0.720. (5) The reactants are [CH3:1][N:2]1[CH2:7][CH2:6][N:5]([S:8]([C:11]2[CH:16]=[CH:15][C:14]([NH:17]C(=O)C)=[CH:13][CH:12]=2)(=[O:10])=[O:9])[CH2:4][CH2:3]1. The catalyst is Cl.O1CCOCC1. The product is [CH3:1][N:2]1[CH2:7][CH2:6][N:5]([S:8]([C:11]2[CH:16]=[CH:15][C:14]([NH2:17])=[CH:13][CH:12]=2)(=[O:10])=[O:9])[CH2:4][CH2:3]1. The yield is 0.530. (6) The product is [OH:30][C:27]1[CH:26]=[CH:25][C:24]([CH2:23][C@@:13]([NH2:9])([CH3:22])[C:14]([NH:16][CH2:17][CH2:18][CH:19]([CH3:20])[CH3:21])=[O:15])=[CH:29][CH:28]=1. The catalyst is CO. The reactants are Cl.N1C=CC(C[N:9]([C@:13]([CH2:23][C:24]2[CH:29]=[CH:28][C:27]([OH:30])=[CH:26][CH:25]=2)([CH3:22])[C:14]([NH:16][CH2:17][CH2:18][CH:19]([CH3:21])[CH3:20])=[O:15])C(=O)O)=CC=1.C1CC=CCC=1. The yield is 0.680. (7) The reactants are Br[C:2]1[CH:3]=[C:4]2[C:9]([NH:10][C@@H:11]([CH:13]3[CH2:15][CH2:14]3)[CH3:12])=[C:8]([C:16]([NH2:18])=[O:17])[CH:7]=[N:6][N:5]2[CH:19]=1.[CH:20]([C:22]1[CH:23]=[C:24](B(O)O)[CH:25]=[CH:26][CH:27]=1)=[CH2:21].C(=O)([O-])[O-].[K+].[K+]. The catalyst is COCCOC.CCOC(C)=O.CO.C1C=CC([P]([Pd]([P](C2C=CC=CC=2)(C2C=CC=CC=2)C2C=CC=CC=2)([P](C2C=CC=CC=2)(C2C=CC=CC=2)C2C=CC=CC=2)[P](C2C=CC=CC=2)(C2C=CC=CC=2)C2C=CC=CC=2)(C2C=CC=CC=2)C2C=CC=CC=2)=CC=1. The product is [CH:13]1([C@H:11]([NH:10][C:9]2[C:4]3[N:5]([CH:19]=[C:2]([C:26]4[CH:25]=[CH:24][CH:23]=[C:22]([CH:20]=[CH2:21])[CH:27]=4)[CH:3]=3)[N:6]=[CH:7][C:8]=2[C:16]([NH2:18])=[O:17])[CH3:12])[CH2:15][CH2:14]1. The yield is 0.260. (8) The reactants are [OH:1][C:2]1[C:11]2[C:6](=[CH:7][CH:8]=[C:9](I)[CH:10]=2)[N:5]([CH3:13])[C:4](=[O:14])[C:3]=1[C:15]([NH:17][CH2:18][C:19]([O:21]CC)=[O:20])=[O:16].C(Cl)(Cl)Cl.CC(C1C=C(C(C)C)C(C2C=CC=CC=2P(C2CCCCC2)C2CCCCC2)=C(C(C)C)C=1)C.CC(C)([O-])C.[Na+].[NH:68]1[CH2:73][CH2:72][CH2:71][CH2:70][CH2:69]1. The catalyst is O1CCOCC1.C1C=CC(/C=C/C(/C=C/C2C=CC=CC=2)=O)=CC=1.C1C=CC(/C=C/C(/C=C/C2C=CC=CC=2)=O)=CC=1.C1C=CC(/C=C/C(/C=C/C2C=CC=CC=2)=O)=CC=1.[Pd].[Pd]. The product is [OH:1][C:2]1[C:11]2[C:6](=[CH:7][CH:8]=[C:9]([N:68]3[CH2:73][CH2:72][CH2:71][CH2:70][CH2:69]3)[CH:10]=2)[N:5]([CH3:13])[C:4](=[O:14])[C:3]=1[C:15]([NH:17][CH2:18][C:19]([OH:21])=[O:20])=[O:16]. The yield is 0.0800. (9) The product is [CH2:23]([O:25][CH2:26][CH2:27][O:1][CH2:2][C:3]1[CH:8]=[C:7]([CH2:9][O:10][CH2:34][CH2:35][O:21][CH2:20][CH3:16])[CH:6]=[CH:5][C:4]=1[Br:11])[CH3:24]. The reactants are [OH:1][CH2:2][C:3]1[CH:8]=[C:7]([CH2:9][OH:10])[CH:6]=[CH:5][C:4]=1[Br:11].OCC1C=CC=[C:16]([CH2:20][OH:21])C=1Br.[CH:23]([O:25][CH2:26][CH3:27])=[CH2:24].C(=O)([O-])[O-].[Na+].[Na+].[C:34]1(C)C=CC=C[CH:35]=1. The catalyst is O.C1(C)C=CC(S(O)(=O)=O)=CC=1. The yield is 0.971.